This data is from Forward reaction prediction with 1.9M reactions from USPTO patents (1976-2016). The task is: Predict the product of the given reaction. (1) Given the reactants Br[C:2]1[C:3]([CH:16]2[CH2:18][CH2:17]2)=[C:4]2[C:9](=[CH:10][CH:11]=1)[N:8]1[C:12]([CH3:15])=[N:13][N:14]=[C:7]1[CH2:6][CH2:5]2.[F:19][C:20]1[CH:21]=[C:22](B(O)O)[CH:23]=[N:24][CH:25]=1.O1CCOCC1.C(=O)([O-])[O-].[Na+].[Na+], predict the reaction product. The product is: [CH:16]1([C:3]2[C:2]([C:22]3[CH:23]=[N:24][CH:25]=[C:20]([F:19])[CH:21]=3)=[CH:11][CH:10]=[C:9]3[C:4]=2[CH2:5][CH2:6][C:7]2[N:8]3[C:12]([CH3:15])=[N:13][N:14]=2)[CH2:18][CH2:17]1. (2) Given the reactants [C:1]([O:5][C:6]([N:8]1[CH2:13][CH2:12][C:11](=[C:14]([C:26]2[CH:31]=[CH:30][CH:29]=[CH:28][CH:27]=2)[C:15]2[CH:16]=[N:17][CH:18]=[C:19]([CH2:21]CC(O)=O)[CH:20]=2)[CH2:10][CH2:9]1)=[O:7])([CH3:4])([CH3:3])[CH3:2].[H-].[H-].[H-].[H-].[Li+].[Al+3].C1C[O:41]CC1, predict the reaction product. The product is: [C:1]([O:5][C:6]([N:8]1[CH2:13][CH2:12][C:11](=[C:14]([C:26]2[CH:31]=[CH:30][CH:29]=[CH:28][CH:27]=2)[C:15]2[CH:16]=[N:17][CH:18]=[C:19]([CH2:21][OH:41])[CH:20]=2)[CH2:10][CH2:9]1)=[O:7])([CH3:3])([CH3:2])[CH3:4]. (3) The product is: [Br:20][CH2:12][C:9]1[CH:10]=[CH:11][C:2]([F:1])=[C:3]([CH:8]=1)[C:4]([O:6][CH3:7])=[O:5]. Given the reactants [F:1][C:2]1[CH:11]=[CH:10][C:9]([CH3:12])=[CH:8][C:3]=1[C:4]([O:6][CH3:7])=[O:5].C1C(=O)N([Br:20])C(=O)C1.CC(N=NC(C#N)(C)C)(C#N)C, predict the reaction product.